This data is from Forward reaction prediction with 1.9M reactions from USPTO patents (1976-2016). The task is: Predict the product of the given reaction. (1) Given the reactants [F:1][C:2]([F:18])([F:17])[C:3]1[CH:8]=[CH:7][C:6]([CH2:9][NH2:10])=[C:5]([N:11]2[CH2:16][CH2:15][CH2:14][CH2:13][CH2:12]2)[CH:4]=1.ClC(Cl)(O[C:23](=[O:29])[O:24][C:25](Cl)(Cl)Cl)Cl.[N-:31]=[C:32]=[O:33], predict the reaction product. The product is: [F:18][C:2]([F:1])([F:17])[C:3]1[CH:8]=[CH:7][C:6]([CH2:9][NH:10][C:32]([NH:31][C:6]2[C:9]3[NH:10][C:23](=[O:29])[O:24][C:25]=3[CH:3]=[CH:4][CH:5]=2)=[O:33])=[C:5]([N:11]2[CH2:16][CH2:15][CH2:14][CH2:13][CH2:12]2)[CH:4]=1. (2) Given the reactants FC(F)(F)C(O)=O.[NH2:8][C@H:9]1[CH2:14][CH2:13][C@H:12]([NH:15][C:16]2[CH:21]=[C:20]([C:22]3[CH:27]=[CH:26][CH:25]=[C:24]([NH:28][CH2:29][CH:30]4[CH2:35][CH2:34][O:33][C:32]([CH3:37])([CH3:36])[CH2:31]4)[N:23]=3)[C:19]([Cl:38])=[CH:18][N:17]=2)[CH2:11][CH2:10]1, predict the reaction product. The product is: [NH2:8][C@H:9]1[CH2:14][CH2:13][C@H:12]([NH:15][C:16]2[CH:21]=[C:20]([C:22]3[CH:27]=[CH:26][CH:25]=[C:24]([NH:28][CH2:29][CH:30]4[CH2:35][CH2:34][O:33][C:32]([CH3:36])([CH3:37])[CH2:31]4)[N:23]=3)[C:19]([Cl:38])=[CH:18][N:17]=2)[CH2:11][CH2:10]1.